This data is from Blood-brain barrier penetration binary classification data from Martins et al.. The task is: Regression/Classification. Given a drug SMILES string, predict its absorption, distribution, metabolism, or excretion properties. Task type varies by dataset: regression for continuous measurements (e.g., permeability, clearance, half-life) or binary classification for categorical outcomes (e.g., BBB penetration, CYP inhibition). Dataset: bbb_martins. The drug is C=C1CC[C@@]2(O)[C@H]3Cc4ccc(O)c5c4[C@@]2(CCN3CC2CC2)[C@H]1O5. The result is 1 (penetrates BBB).